Dataset: Peptide-MHC class I binding affinity with 185,985 pairs from IEDB/IMGT. Task: Regression. Given a peptide amino acid sequence and an MHC pseudo amino acid sequence, predict their binding affinity value. This is MHC class I binding data. The binding affinity (normalized) is 0.0307. The peptide sequence is MPLFPTFSM. The MHC is H-2-Kd with pseudo-sequence H-2-Kd.